From a dataset of Reaction yield outcomes from USPTO patents with 853,638 reactions. Predict the reaction yield, written as a fraction of the theoretical maximum amount of product (1.0 means a 100% yield; for example, 0.34 means a 34% yield). (1) The reactants are [CH:1]1([N:7]2[C:11](=[O:12])[N:10]([C:13]3[CH:18]=[CH:17][C:16]([N:19]4[CH2:24][CH2:23][N:22]([C:25]5[CH:30]=[CH:29][C:28]([O:31]C)=[CH:27][CH:26]=5)[CH2:21][CH2:20]4)=[CH:15][CH:14]=3)[CH:9]=[N:8]2)[CH2:6][CH2:5][CH2:4][CH2:3][CH2:2]1. The catalyst is Br. The product is [CH:1]1([N:7]2[C:11](=[O:12])[N:10]([C:13]3[CH:18]=[CH:17][C:16]([N:19]4[CH2:20][CH2:21][N:22]([C:25]5[CH:26]=[CH:27][C:28]([OH:31])=[CH:29][CH:30]=5)[CH2:23][CH2:24]4)=[CH:15][CH:14]=3)[CH:9]=[N:8]2)[CH2:2][CH2:3][CH2:4][CH2:5][CH2:6]1. The yield is 0.920. (2) The reactants are [CH:1]1([NH:7][C:8]2[C:13]([C:14]([O:16]CC)=[O:15])=[CH:12][N:11]=[C:10]3[N:19]([CH2:22][O:23][CH2:24][CH2:25][Si:26]([CH3:29])([CH3:28])[CH3:27])[CH:20]=[CH:21][C:9]=23)[CH2:6][CH2:5][CH2:4][CH2:3][CH2:2]1.[OH-].[Na+].CCO. The catalyst is O1CCOCC1. The product is [CH:1]1([NH:7][C:8]2[C:13]([C:14]([OH:16])=[O:15])=[CH:12][N:11]=[C:10]3[N:19]([CH2:22][O:23][CH2:24][CH2:25][Si:26]([CH3:29])([CH3:28])[CH3:27])[CH:20]=[CH:21][C:9]=23)[CH2:6][CH2:5][CH2:4][CH2:3][CH2:2]1. The yield is 0.990. (3) The reactants are [C:1]([Si:5]([O:8][CH2:9][C:10]1[CH:14]=[CH:13][S:12][C:11]=1[CH2:15][C:16]1[CH:21]=[CH:20][CH:19]=[C:18]([Cl:22])[CH:17]=1)([CH3:7])[CH3:6])([CH3:4])([CH3:3])[CH3:2].[Li]CCCC.CCCCCC.CN([CH:37]=[O:38])C.[NH4+].[Cl-]. The catalyst is C1COCC1. The product is [Si:5]([O:8][CH2:9][C:10]1[CH:14]=[C:13]([CH:37]=[O:38])[S:12][C:11]=1[CH2:15][C:16]1[CH:21]=[CH:20][CH:19]=[C:18]([Cl:22])[CH:17]=1)([C:1]([CH3:4])([CH3:2])[CH3:3])([CH3:6])[CH3:7]. The yield is 0.500. (4) The reactants are Br[C:2]1[CH:14]=[CH:13][C:12]2[C:11]3[C:6](=[CH:7][CH:8]=[CH:9][CH:10]=3)[N:5]([CH2:15][CH3:16])[C:4]=2[CH:3]=1.[CH3:17][C:18]1([CH3:34])[C:22]([CH3:24])([CH3:23])[O:21][B:20]([B:20]2[O:21][C:22]([CH3:24])([CH3:23])[C:18]([CH3:34])([CH3:17])[O:19]2)[O:19]1.C([O-])(=O)C.[K+]. The catalyst is O1CCOCC1.C1C=CC(P(C2C=CC=CC=2)[C-]2C=CC=C2)=CC=1.C1C=CC(P(C2C=CC=CC=2)[C-]2C=CC=C2)=CC=1.Cl[Pd]Cl.[Fe+2]. The product is [CH2:15]([N:5]1[C:4]2[CH:3]=[C:2]([B:20]3[O:21][C:22]([CH3:24])([CH3:23])[C:18]([CH3:34])([CH3:17])[O:19]3)[CH:14]=[CH:13][C:12]=2[C:11]2[C:6]1=[CH:7][CH:8]=[CH:9][CH:10]=2)[CH3:16]. The yield is 0.960. (5) The reactants are F[C:2]1[CH:7]=[C:6]([N+:8]([O-:10])=[O:9])[CH:5]=[C:4]([S:11]([CH3:14])(=[O:13])=[O:12])[C:3]=1[CH3:15].[NH:16]1[CH2:20][CH2:19][CH2:18][CH2:17]1. No catalyst specified. The product is [CH3:15][C:3]1[C:4]([S:11]([CH3:14])(=[O:13])=[O:12])=[CH:5][C:6]([N+:8]([O-:10])=[O:9])=[CH:7][C:2]=1[N:16]1[CH2:20][CH2:19][CH2:18][CH2:17]1. The yield is 0.510. (6) The reactants are [Cl:1][C:2]1[CH:3]=[C:4]([NH:9][C:10]([CH:12]2[CH2:17][CH2:16][N:15]([CH2:18][C@@H:19]3[CH2:24][CH2:23][CH2:22][N:21](C(OC(C)(C)C)=O)[CH2:20]3)[CH2:14][CH2:13]2)=[O:11])[CH:5]=[CH:6][C:7]=1[Cl:8].Cl. The catalyst is CO.O1CCOCC1. The product is [Cl:1][C:2]1[CH:3]=[C:4]([NH:9][C:10]([CH:12]2[CH2:13][CH2:14][N:15]([CH2:18][C@@H:19]3[CH2:24][CH2:23][CH2:22][NH:21][CH2:20]3)[CH2:16][CH2:17]2)=[O:11])[CH:5]=[CH:6][C:7]=1[Cl:8]. The yield is 0.830. (7) The reactants are [N:1]1([CH2:7][CH2:8][CH2:9][O:10][C:11]2[CH:16]=[CH:15][C:14]([C:17]3([C:23]#[N:24])[CH2:22][CH2:21][O:20][CH2:19][CH2:18]3)=[CH:13][CH:12]=2)[CH2:6][CH2:5][NH:4][CH2:3][CH2:2]1.C1C=[CH:27][C:28]2[N:33](O)N=N[C:29]=2C=1.CCN=C=NCCCN(C)C.Cl.Cl.N1CCCCC1.[OH2:54]. The catalyst is C(Cl)Cl. The product is [NH2:33][CH:28]([CH3:29])[C:27]([N:4]1[CH2:5][CH2:6][N:1]([CH2:7][CH2:8][CH2:9][O:10][C:11]2[CH:12]=[CH:13][C:14]([C:17]3([C:23]#[N:24])[CH2:22][CH2:21][O:20][CH2:19][CH2:18]3)=[CH:15][CH:16]=2)[CH2:2][CH2:3]1)=[O:54]. The yield is 0.420. (8) The reactants are [Cl:1][C:2]1[C:7]([NH2:8])=[C:6]([NH:9][CH3:10])[CH:5]=[C:4]([Cl:11])[N:3]=1.[CH:12](OCC)(OCC)OCC. The catalyst is CO. The product is [Cl:1][C:2]1[C:7]2[N:8]=[CH:10][N:9]([CH3:12])[C:6]=2[CH:5]=[C:4]([Cl:11])[N:3]=1. The yield is 0.840. (9) The catalyst is C(O)(C)C.O. The reactants are C([O:8][C:9]1[CH:14]=[C:13]([O:15]CC2C=CC=CC=2)[C:12]([C:23]([CH3:25])=[CH2:24])=[CH:11][C:10]=1[C:26]([N:28]1[CH2:36][C:35]2[C:30](=[CH:31][CH:32]=[C:33]([CH2:37][N:38]3[CH2:43][CH2:42][N:41]([CH3:44])[CH2:40][CH2:39]3)[CH:34]=2)[CH2:29]1)=[O:27])C1C=CC=CC=1.N#N.C([O-])([O-])=O.[K+].[K+]. The yield is 0.940. The product is [OH:8][C:9]1[CH:14]=[C:13]([OH:15])[C:12]([CH:23]([CH3:24])[CH3:25])=[CH:11][C:10]=1[C:26]([N:28]1[CH2:36][C:35]2[C:30](=[CH:31][CH:32]=[C:33]([CH2:37][N:38]3[CH2:43][CH2:42][N:41]([CH3:44])[CH2:40][CH2:39]3)[CH:34]=2)[CH2:29]1)=[O:27].